The task is: Predict the product of the given reaction.. This data is from Forward reaction prediction with 1.9M reactions from USPTO patents (1976-2016). (1) Given the reactants [OH:1][CH2:2][CH:3]1[CH2:7][CH2:6][N:5]([C:8]([O:10][CH2:11][C:12]2[N:13]=[CH:14][S:15][CH:16]=2)=[O:9])[CH2:4]1.C1(P(C2C=CC=CC=2)C2C=CC=CC=2)C=CC=CC=1.[CH:36]1[C:45]2[C:40](=[CH:41][CH:42]=[CH:43][CH:44]=2)[CH:39]=[CH:38][C:37]=1O.N(C(OC(C)C)=O)=NC(OC(C)C)=O, predict the reaction product. The product is: [CH:44]1[C:45]2[C:40](=[CH:39][CH:38]=[CH:37][CH:36]=2)[CH:41]=[CH:42][C:43]=1[O:1][CH2:2][CH:3]1[CH2:7][CH2:6][N:5]([C:8]([O:10][CH2:11][C:12]2[N:13]=[CH:14][S:15][CH:16]=2)=[O:9])[CH2:4]1. (2) Given the reactants [C:1]([C:3]([C:6]1[CH:7]=[C:8]([CH:30]=[CH:31][CH:32]=1)[C:9]([NH:11][C:12]1[CH:17]=[CH:16][C:15]([CH2:18][CH3:19])=[C:14]([O:20][C:21]2[CH:26]=[CH:25][C:24]([N+:27]([O-])=O)=[CH:23][N:22]=2)[CH:13]=1)=[O:10])([CH3:5])[CH3:4])#[N:2], predict the reaction product. The product is: [NH2:27][C:24]1[CH:25]=[CH:26][C:21]([O:20][C:14]2[CH:13]=[C:12]([NH:11][C:9](=[O:10])[C:8]3[CH:30]=[CH:31][CH:32]=[C:6]([C:3]([C:1]#[N:2])([CH3:5])[CH3:4])[CH:7]=3)[CH:17]=[CH:16][C:15]=2[CH2:18][CH3:19])=[N:22][CH:23]=1. (3) The product is: [C:1]([O:5][C:6](=[O:18])[NH:7][CH2:8][C:9]1[CH:14]=[CH:13][C:12]([O:23][CH3:22])=[CH:11][C:10]=1[CH2:16][NH2:17])([CH3:4])([CH3:3])[CH3:2]. Given the reactants [C:1]([O:5][C:6](=[O:18])[NH:7][CH2:8][C:9]1[CH:14]=[CH:13][C:12](F)=[CH:11][C:10]=1[CH2:16][NH2:17])([CH3:4])([CH3:3])[CH3:2].BrC1C=CC(OC)=CC=1[C:22](OC)=[O:23].NCC1C=CC(F)=CC=1CO.C(OC(=O)NCC1C=CC(F)=CC=1CO)(C)(C)C, predict the reaction product.